From a dataset of Catalyst prediction with 721,799 reactions and 888 catalyst types from USPTO. Predict which catalyst facilitates the given reaction. (1) Reactant: C([NH:4][C:5]1[C:10]([Cl:11])=[C:9]([C:12]([O:14][CH3:15])=[O:13])[N:8]=[C:7]([C:16]2[C:17]([Cl:23])=[N:18][C:19]([Cl:22])=[CH:20][CH:21]=2)[CH:6]=1)(=O)C.C(Cl)(=O)C. Product: [NH2:4][C:5]1[C:10]([Cl:11])=[C:9]([C:12]([O:14][CH3:15])=[O:13])[N:8]=[C:7]([C:16]2[C:17]([Cl:23])=[N:18][C:19]([Cl:22])=[CH:20][CH:21]=2)[CH:6]=1. The catalyst class is: 5. (2) Reactant: [CH3:1][O:2][C:3]1[N:8]=[C:7]([CH:9]([NH:11][S@@](C(C)(C)C)=O)[CH3:10])[CH:6]=[CH:5][CH:4]=1.[ClH:18]. Product: [ClH:18].[CH3:1][O:2][C:3]1[N:8]=[C:7]([CH:9]([NH2:11])[CH3:10])[CH:6]=[CH:5][CH:4]=1. The catalyst class is: 5. (3) Reactant: Cl[C:2]1[N:7]=[C:6]([NH:8][C:9]2[CH:14]=[CH:13][C:12]([P:15]([CH3:18])([CH3:17])=[O:16])=[CH:11][CH:10]=2)[C:5]([Cl:19])=[CH:4][N:3]=1.[CH3:20][O:21][C:22]1[CH:28]=[C:27]([N:29]2[CH2:34][CH2:33][CH:32]([N:35]3[CH2:40][CH2:39][N:38]([CH3:41])[CH2:37][CH2:36]3)[CH2:31][CH2:30]2)[CH:26]=[CH:25][C:23]=1[NH2:24].C(=O)(O)[O-].[Na+]. Product: [Cl:19][C:5]1[C:6]([NH:8][C:9]2[CH:14]=[CH:13][C:12]([P:15]([CH3:18])([CH3:17])=[O:16])=[CH:11][CH:10]=2)=[N:7][C:2]([NH:24][C:23]2[CH:25]=[CH:26][C:27]([N:29]3[CH2:34][CH2:33][CH:32]([N:35]4[CH2:36][CH2:37][N:38]([CH3:41])[CH2:39][CH2:40]4)[CH2:31][CH2:30]3)=[CH:28][C:22]=2[O:21][CH3:20])=[N:3][CH:4]=1. The catalyst class is: 141. (4) Reactant: [CH:1]([N:4]1[C:8]([C:9]2[S:10][C:11]3[CH2:12][CH2:13][O:14][C:15]4[CH:22]=[C:21]([CH:23]5[CH2:28][CH2:27][NH:26][CH2:25][CH2:24]5)[CH:20]=[CH:19][C:16]=4[C:17]=3[N:18]=2)=[N:7][CH:6]=[N:5]1)([CH3:3])[CH3:2].C(N(CC)CC)C.[CH3:36][S:37](Cl)(=[O:39])=[O:38].O. Product: [CH:1]([N:4]1[C:8]([C:9]2[S:10][C:11]3[CH2:12][CH2:13][O:14][C:15]4[CH:22]=[C:21]([CH:23]5[CH2:28][CH2:27][N:26]([S:37]([CH3:36])(=[O:39])=[O:38])[CH2:25][CH2:24]5)[CH:20]=[CH:19][C:16]=4[C:17]=3[N:18]=2)=[N:7][CH:6]=[N:5]1)([CH3:3])[CH3:2]. The catalyst class is: 2. (5) Reactant: [Br:1][C:2]1[CH:10]=[CH:9][C:5]([C:6]([OH:8])=O)=[CH:4][C:3]=1[O:11][CH2:12][CH3:13].C[N:15]([CH:17]=O)C.[C:19](Cl)(=O)C(Cl)=O. Product: [Br:1][C:2]1[CH:10]=[CH:9][C:5]([C:6]([NH:15][CH2:17][CH3:19])=[O:8])=[CH:4][C:3]=1[O:11][CH2:12][CH3:13]. The catalyst class is: 2. (6) Reactant: [C:1]([C:5]1[CH:42]=[CH:41][CH:40]=[CH:39][C:6]=1[O:7][C:8]1[CH:13]=[CH:12][C:11]([C:14]2[CH:19]=[CH:18][C:17]([O:20][CH2:21][CH3:22])=[C:16]([C:23]([O:25]CC)=[O:24])[CH:15]=2)=[CH:10][C:9]=1[NH:28][C:29]([NH:31][C:32]1[CH:37]=[CH:36][C:35]([CH3:38])=[CH:34][CH:33]=1)=[O:30])([CH3:4])([CH3:3])[CH3:2].[OH-].[Li+].CO. Product: [C:1]([C:5]1[CH:42]=[CH:41][CH:40]=[CH:39][C:6]=1[O:7][C:8]1[CH:13]=[CH:12][C:11]([C:14]2[CH:19]=[CH:18][C:17]([O:20][CH2:21][CH3:22])=[C:16]([C:23]([OH:25])=[O:24])[CH:15]=2)=[CH:10][C:9]=1[NH:28][C:29]([NH:31][C:32]1[CH:33]=[CH:34][C:35]([CH3:38])=[CH:36][CH:37]=1)=[O:30])([CH3:2])([CH3:3])[CH3:4]. The catalyst class is: 20. (7) Reactant: Cl.Cl[C:3]1[N:8]=[CH:7][N:6]=[C:5]([NH:9][C:10]2[CH:15]=[CH:14][CH:13]=[C:12]([N+:16]([O-:18])=[O:17])[CH:11]=2)[CH:4]=1.[CH:19]1([NH2:25])[CH2:24][CH2:23][CH2:22][CH2:21][CH2:20]1.CCN(C(C)C)C(C)C. Product: [CH:19]1([NH:25][C:3]2[CH:4]=[C:5]([NH:9][C:10]3[CH:15]=[CH:14][CH:13]=[C:12]([N+:16]([O-:18])=[O:17])[CH:11]=3)[N:6]=[CH:7][N:8]=2)[CH2:24][CH2:23][CH2:22][CH2:21][CH2:20]1. The catalyst class is: 114. (8) Reactant: C([O:4][CH2:5][C:6]1[CH:11]=[CH:10][CH:9]=[CH:8][C:7]=1[N+:12]([O-:14])=[O:13])(=O)C.[OH-].[K+].Cl. Product: [N+:12]([C:7]1[CH:8]=[CH:9][CH:10]=[CH:11][C:6]=1[CH2:5][OH:4])([O-:14])=[O:13]. The catalyst class is: 6.